From a dataset of Reaction yield outcomes from USPTO patents with 853,638 reactions. Predict the reaction yield, written as a fraction of the theoretical maximum amount of product (1.0 means a 100% yield; for example, 0.34 means a 34% yield). (1) The reactants are [Cl:1][C:2]1[CH:14]=[N:13][C:5]2[NH:6][C:7]3[CH2:12][CH2:11][NH:10][CH2:9][C:8]=3[C:4]=2[CH:3]=1.[CH3:15][O:16][C:17]1[CH:18]=[C:19]([CH:22]=[CH:23][CH:24]=1)[CH2:20]Br.C([O-])([O-])=O.[K+].[K+]. The product is [Cl:1][C:2]1[CH:14]=[N:13][C:5]2[NH:6][C:7]3[CH2:12][CH2:11][N:10]([CH2:20][C:19]4[CH:22]=[CH:23][CH:24]=[C:17]([O:16][CH3:15])[CH:18]=4)[CH2:9][C:8]=3[C:4]=2[CH:3]=1. The catalyst is CN(C=O)C. The yield is 0.180. (2) The reactants are [N:1]1[C:8]([Cl:9])=[N:7][C:5](Cl)=[N:4][C:2]=1[Cl:3].[CH3:10][CH:11]1[CH2:16][O:15][CH2:14][CH:13]([CH3:17])[NH:12]1. No catalyst specified. The product is [Cl:9][C:8]1[N:1]=[C:2]([Cl:3])[N:4]=[C:5]([N:12]2[CH:13]([CH3:17])[CH2:14][O:15][CH2:16][CH:11]2[CH3:10])[N:7]=1. The yield is 0.350. (3) The reactants are [CH2:1]([N:8]1[CH:12]=[CH:11][N:10]=[C:9]1[CH:13]1[CH:22]([C:23]2[CH:28]=[CH:27][C:26]([F:29])=[CH:25][CH:24]=2)[C:21](=O)[C:20]2[C:19]([C:31]([O:33]CC)=O)=[CH:18][CH:17]=[CH:16][C:15]=2[NH:14]1)[C:2]1[CH:7]=[CH:6][CH:5]=[CH:4][CH:3]=1.O.[NH2:37][NH2:38]. The catalyst is CO. The product is [CH2:1]([N:8]1[CH:12]=[CH:11][N:10]=[C:9]1[CH:13]1[NH:14][C:15]2[C:20]3[C:21](=[N:37][NH:38][C:31](=[O:33])[C:19]=3[CH:18]=[CH:17][CH:16]=2)[CH:22]1[C:23]1[CH:24]=[CH:25][C:26]([F:29])=[CH:27][CH:28]=1)[C:2]1[CH:7]=[CH:6][CH:5]=[CH:4][CH:3]=1. The yield is 0.960. (4) The reactants are Cl.[F:2][C:3]1([F:14])[CH2:7][NH:6][C@H:5]([CH:8]([CH3:13])[CH2:9][C:10]([OH:12])=[O:11])[CH2:4]1.Br[CH2:16][C:17]1[NH:22][C:21]([C:23]2[S:24][CH:25]=[CH:26][N:27]=2)=[N:20][C@@H:19]([C:28]2[CH:33]=[CH:32][C:31]([F:34])=[CH:30][C:29]=2[Cl:35])[C:18]=1[C:36]([O:38][CH3:39])=[O:37].C(=O)([O-])[O-].[K+].[K+]. The catalyst is C(O)C. The product is [Cl:35][C:29]1[CH:30]=[C:31]([F:34])[CH:32]=[CH:33][C:28]=1[C@@H:19]1[N:20]=[C:21]([C:23]2[S:24][CH:25]=[CH:26][N:27]=2)[NH:22][C:17]([CH2:16][N:6]2[CH2:7][C:3]([F:2])([F:14])[CH2:4][C@H:5]2[CH:8]([CH3:13])[CH2:9][C:10]([OH:12])=[O:11])=[C:18]1[C:36]([O:38][CH3:39])=[O:37]. The yield is 0.180. (5) The reactants are [C:1]([N:8]1[CH2:13][CH2:12][CH2:11][CH:10]([CH:14]=O)[CH2:9]1)([O:3][C:4]([CH3:7])([CH3:6])[CH3:5])=[O:2].[NH2:16][C:17]1[CH:18]=[N:19][CH:20]=[CH:21][CH:22]=1.[BH3-]C#N.[Na+]. The catalyst is CO.COC(OC)OC. The product is [C:1]([N:8]1[CH2:13][CH2:12][CH2:11][CH:10]([CH2:14][NH:16][C:17]2[CH:18]=[N:19][CH:20]=[CH:21][CH:22]=2)[CH2:9]1)([O:3][C:4]([CH3:7])([CH3:6])[CH3:5])=[O:2]. The yield is 0.750.